Dataset: Catalyst prediction with 721,799 reactions and 888 catalyst types from USPTO. Task: Predict which catalyst facilitates the given reaction. (1) Reactant: [Cl:1][C:2]1[CH:7]=[CH:6][CH:5]=[C:4]([Cl:8])[C:3]=1[C:9]1[C:13]([CH2:14][O:15][C:16]2[CH:21]=[CH:20][C:19]([C:22]3[S:26][C:25]([C:27](O)=[O:28])=[CH:24][CH:23]=3)=[C:18]([CH3:30])[CH:17]=2)=[C:12]([CH:31]([CH3:33])[CH3:32])[O:11][N:10]=1.Cl.CN(C)CCCN=C=NCC.[CH3:46][S:47]([NH2:50])(=[O:49])=[O:48]. Product: [Cl:1][C:2]1[CH:7]=[CH:6][CH:5]=[C:4]([Cl:8])[C:3]=1[C:9]1[C:13]([CH2:14][O:15][C:16]2[CH:21]=[CH:20][C:19]([C:22]3[S:26][C:25]([C:27]([NH:50][S:47]([CH3:46])(=[O:49])=[O:48])=[O:28])=[CH:24][CH:23]=3)=[C:18]([CH3:30])[CH:17]=2)=[C:12]([CH:31]([CH3:32])[CH3:33])[O:11][N:10]=1. The catalyst class is: 4. (2) Product: [CH3:43][N:42]1[C:38]([C:36]([NH:35][C:33]2[CH:34]=[C:29]([O:28][C:25]3[CH:26]=[CH:27][C:22]4[N:23]([CH:46]=[C:20]([NH:19][C:4]([CH:2]5[CH2:3][O:1]5)=[O:6])[N:21]=4)[N:24]=3)[CH:30]=[CH:31][C:32]=2[CH3:45])=[O:37])=[CH:39][C:40]([CH3:44])=[N:41]1. Reactant: [O:1]1[CH2:3][CH:2]1[C:4]([OH:6])=O.O1CCCC1.C(Cl)(=O)C(Cl)=O.Cl.[NH2:19][C:20]1[N:21]=[C:22]2[CH:27]=[CH:26][C:25]([O:28][C:29]3[CH:30]=[CH:31][C:32]([CH3:45])=[C:33]([NH:35][C:36]([C:38]4[N:42]([CH3:43])[N:41]=[C:40]([CH3:44])[CH:39]=4)=[O:37])[CH:34]=3)=[N:24][N:23]2[CH:46]=1. The catalyst class is: 402. (3) Reactant: C(OC(OC(C)(C)C)=O)(OC(C)(C)C)=O.N[C@H]1CC[C@H](O)CC1.[C:24]([NH:31][C@H:32]1[CH2:37][CH2:36][C@H:35]([OH:38])[CH2:34][CH2:33]1)([O:26][C:27]([CH3:30])([CH3:29])[CH3:28])=[O:25].[C:39](N1C=CN=C1)([N:41]1[CH:45]=[CH:44][N:43]=[CH:42]1)=[O:40]. Product: [N:41]1([C:39]([O:38][C@H:35]2[CH2:34][CH2:33][C@H:32]([NH:31][C:24]([O:26][C:27]([CH3:30])([CH3:29])[CH3:28])=[O:25])[CH2:37][CH2:36]2)=[O:40])[CH:45]=[CH:44][N:43]=[CH:42]1. The catalyst class is: 18. (4) Reactant: [NH2:1][C:2]1[CH:3]=[CH:4][C:5]2[O:10][CH2:9][C:8](=[O:11])[NH:7][C:6]=2[CH:12]=1.[C:13]([Si:17]([CH3:25])([CH3:24])[O:18][CH2:19][CH2:20][C@@H:21]1[CH2:23][O:22]1)([CH3:16])([CH3:15])[CH3:14]. Product: [C:13]([Si:17]([CH3:25])([CH3:24])[O:18][CH2:19][CH2:20][C@@H:21]([OH:22])[CH2:23][NH:1][C:2]1[CH:3]=[CH:4][C:5]2[O:10][CH2:9][C:8](=[O:11])[NH:7][C:6]=2[CH:12]=1)([CH3:14])([CH3:16])[CH3:15]. The catalyst class is: 88. (5) Product: [CH3:18][NH:19][CH2:20][CH2:21][O:22][C:2]1[C:7]([O:8][CH2:9][CH2:10][OH:11])=[CH:6][CH:5]=[CH:4][N:3]=1. Reactant: Cl[C:2]1[C:7]([O:8][CH2:9][CH2:10][O:11]C2CCCCO2)=[CH:6][CH:5]=[CH:4][N:3]=1.[CH3:18][NH:19][CH2:20][CH2:21][OH:22].CC(C)([O-])C.[K+].C(O)(C)(C)C. The catalyst class is: 11.